From a dataset of NCI-60 drug combinations with 297,098 pairs across 59 cell lines. Regression. Given two drug SMILES strings and cell line genomic features, predict the synergy score measuring deviation from expected non-interaction effect. Drug 1: CC1C(C(CC(O1)OC2CC(CC3=C2C(=C4C(=C3O)C(=O)C5=C(C4=O)C(=CC=C5)OC)O)(C(=O)CO)O)N)O.Cl. Drug 2: CC1CCCC2(C(O2)CC(NC(=O)CC(C(C(=O)C(C1O)C)(C)C)O)C(=CC3=CSC(=N3)C)C)C. Cell line: OVCAR3. Synergy scores: CSS=28.8, Synergy_ZIP=1.48, Synergy_Bliss=-2.59, Synergy_Loewe=-23.5, Synergy_HSA=-1.60.